This data is from Full USPTO retrosynthesis dataset with 1.9M reactions from patents (1976-2016). The task is: Predict the reactants needed to synthesize the given product. (1) Given the product [NH:8]1[C:7]2[CH:11]=[CH:12][C:4]([NH:1][C:2]([NH:23][C@H:21]([C:18]3[CH:19]=[CH:20][C:15]([O:14][CH3:13])=[CH:16][CH:17]=3)[CH3:22])=[S:3])=[CH:5][C:6]=2[N:10]=[CH:9]1, predict the reactants needed to synthesize it. The reactants are: [N:1]([C:4]1[CH:12]=[CH:11][C:7]2[NH:8][CH:9]=[N:10][C:6]=2[CH:5]=1)=[C:2]=[S:3].[CH3:13][O:14][C:15]1[CH:20]=[CH:19][C:18]([C@@H:21]([NH2:23])[CH3:22])=[CH:17][CH:16]=1. (2) Given the product [Si:1]([O:8][CH2:9][C@@H:10]1[CH:15]=[C:14]([I:31])[C:13](=[O:16])[CH2:12][N:11]1[C:17]([O:19][C:20]([CH3:23])([CH3:22])[CH3:21])=[O:18])([C:4]([CH3:7])([CH3:6])[CH3:5])([CH3:3])[CH3:2], predict the reactants needed to synthesize it. The reactants are: [Si:1]([O:8][CH2:9][C@@H:10]1[CH:15]=[CH:14][C:13](=[O:16])[CH2:12][N:11]1[C:17]([O:19][C:20]([CH3:23])([CH3:22])[CH3:21])=[O:18])([C:4]([CH3:7])([CH3:6])[CH3:5])([CH3:3])[CH3:2].O.C(=O)([O-])[O-].[K+].[K+].[I:31]I. (3) Given the product [F:30][C:24]1[CH:25]=[C:26]([F:29])[CH:27]=[CH:28][C:23]=1[C:15]([OH:22])([CH2:16][N:17]1[CH:21]=[N:20][N:19]=[N:18]1)[C:14]([F:32])([F:31])[C:11]1[CH:10]=[CH:9][C:8]([O:7][CH3:6])=[CH:13][N:12]=1, predict the reactants needed to synthesize it. The reactants are: ClC1C=CC([CH2:6][O:7][C:8]2[CH:9]=[CH:10][C:11]([C:14]([F:32])([F:31])[C:15]([C:23]3[CH:28]=[CH:27][C:26]([F:29])=[CH:25][C:24]=3[F:30])([OH:22])[CH2:16][N:17]3[CH:21]=[N:20][N:19]=[N:18]3)=[N:12][CH:13]=2)=C(F)C=1.BrC1C=CC(OC)=CN=1.